From a dataset of Reaction yield outcomes from USPTO patents with 853,638 reactions. Predict the reaction yield, written as a fraction of the theoretical maximum amount of product (1.0 means a 100% yield; for example, 0.34 means a 34% yield). (1) The reactants are CS([O:5][C@@H:6]([CH2:8][CH2:9][CH2:10][CH2:11][CH2:12][CH2:13][CH2:14][CH2:15][CH2:16]/[CH:17]=[CH:18]\[CH2:19][CH2:20][CH2:21][CH3:22])[CH3:7])(=O)=O.[C:23]([O-])(=[O:25])[CH3:24].[K+].CC(N(C)C)=O. The catalyst is O. The product is [C:23]([O:5][C@H:6]([CH2:8][CH2:9][CH2:10][CH2:11][CH2:12][CH2:13][CH2:14][CH2:15][CH2:16]/[CH:17]=[CH:18]\[CH2:19][CH2:20][CH2:21][CH3:22])[CH3:7])(=[O:25])[CH3:24]. The yield is 0.935. (2) The reactants are Br[C:2]1[CH:11]=[C:10]2[C:5]([CH:6]=[CH:7][N:8]([CH2:13][C:14]3[CH:19]=[CH:18][C:17]([S:20]([NH2:23])(=[O:22])=[O:21])=[CH:16][CH:15]=3)[C:9]2=[O:12])=[CH:4][CH:3]=1.[C:24]1([CH2:30][C:31]#[CH:32])[CH:29]=[CH:28][CH:27]=[CH:26][CH:25]=1.C(N(CC)CC)C. The yield is 0.427. The catalyst is CN(C)C=O.[Cu]I.C1C=CC([P]([Pd]([P](C2C=CC=CC=2)(C2C=CC=CC=2)C2C=CC=CC=2)([P](C2C=CC=CC=2)(C2C=CC=CC=2)C2C=CC=CC=2)[P](C2C=CC=CC=2)(C2C=CC=CC=2)C2C=CC=CC=2)(C2C=CC=CC=2)C2C=CC=CC=2)=CC=1. The product is [O:12]=[C:9]1[C:10]2[C:5](=[CH:4][CH:3]=[C:2]([C:32]#[C:31][CH2:30][C:24]3[CH:29]=[CH:28][CH:27]=[CH:26][CH:25]=3)[CH:11]=2)[CH:6]=[CH:7][N:8]1[CH2:13][C:14]1[CH:19]=[CH:18][C:17]([S:20]([NH2:23])(=[O:22])=[O:21])=[CH:16][CH:15]=1. (3) No catalyst specified. The product is [NH2:8][C:4]1[N:5]=[CH:6][N:7]=[C:2]([NH:14][C@H:15]([C:18]2[N:27]([CH:28]3[CH2:29][CH2:30]3)[C:26](=[O:31])[C:25]3[C:20](=[CH:21][CH:22]=[CH:23][C:24]=3[F:32])[N:19]=2)[CH2:16][CH3:17])[C:3]=1[C:9]1[CH:13]=[CH:12][O:11][N:10]=1. The reactants are Cl[C:2]1[N:7]=[CH:6][N:5]=[C:4]([NH2:8])[C:3]=1[C:9]1[CH:13]=[CH:12][O:11][N:10]=1.[NH2:14][C@H:15]([C:18]1[N:27]([CH:28]2[CH2:30][CH2:29]2)[C:26](=[O:31])[C:25]2[C:20](=[CH:21][CH:22]=[CH:23][C:24]=2[F:32])[N:19]=1)[CH2:16][CH3:17].C(N(CC)C(C)C)(C)C. The yield is 0.360. (4) The reactants are [Cl:1][C:2]1[N:7]=[C:6]([CH2:8][C:9]([C:11]2[C:12]([F:29])=[C:13]([NH:17][S:18]([C:21]3[CH:26]=[C:25]([F:27])[CH:24]=[CH:23][C:22]=3[F:28])(=[O:20])=[O:19])[CH:14]=[CH:15][CH:16]=2)=O)[CH:5]=[CH:4][N:3]=1.CC(N(C)C)=O.C1C(=O)N(Br)C(=O)C1.[CH3:44][C@H:45]1[O:50][C@@H:49]([CH3:51])[CH2:48][N:47]([C:52](=[S:54])[NH2:53])[CH2:46]1. The catalyst is O. The product is [Cl:1][C:2]1[N:7]=[C:6]([C:8]2[S:54][C:52]([N:47]3[CH2:48][C@H:49]([CH3:51])[O:50][C@H:45]([CH3:44])[CH2:46]3)=[N:53][C:9]=2[C:11]2[C:12]([F:29])=[C:13]([NH:17][S:18]([C:21]3[CH:26]=[C:25]([F:27])[CH:24]=[CH:23][C:22]=3[F:28])(=[O:20])=[O:19])[CH:14]=[CH:15][CH:16]=2)[CH:5]=[CH:4][N:3]=1. The yield is 0.890.